This data is from Peptide-MHC class I binding affinity with 185,985 pairs from IEDB/IMGT. The task is: Regression. Given a peptide amino acid sequence and an MHC pseudo amino acid sequence, predict their binding affinity value. This is MHC class I binding data. (1) The peptide sequence is ILLFVIVIY. The MHC is HLA-A32:01 with pseudo-sequence HLA-A32:01. The binding affinity (normalized) is 0.366. (2) The peptide sequence is IGAGICASY. The MHC is HLA-A29:02 with pseudo-sequence HLA-A29:02. The binding affinity (normalized) is 0.724. (3) The peptide sequence is YTDDYPMYK. The MHC is HLA-B15:01 with pseudo-sequence HLA-B15:01. The binding affinity (normalized) is 0.0847. (4) The MHC is Mamu-B08 with pseudo-sequence Mamu-B08. The peptide sequence is NRDTWGTTQCL. The binding affinity (normalized) is 0.111. (5) The peptide sequence is NSGPDDQIGY. The MHC is HLA-A01:01 with pseudo-sequence HLA-A01:01. The binding affinity (normalized) is 0.360. (6) The binding affinity (normalized) is 0.0847. The peptide sequence is SLLERGQQLGV. The MHC is HLA-A03:01 with pseudo-sequence HLA-A03:01. (7) The peptide sequence is LLFEMARFF. The MHC is HLA-B15:01 with pseudo-sequence HLA-B15:01. The binding affinity (normalized) is 1.00.